Task: Predict the reactants needed to synthesize the given product.. Dataset: Full USPTO retrosynthesis dataset with 1.9M reactions from patents (1976-2016) (1) Given the product [C:1]([O:5][C:6]([NH:8][CH2:9][C:10]([NH:37][C:38]1[S:42][C:41]([O:43][C:44]2[CH:45]=[C:46]([CH3:60])[C:47]3[CH:51]([CH2:52][C:53]([O:55][CH2:56][CH3:57])=[O:54])[O:50][B:49]([OH:58])[C:48]=3[CH:59]=2)=[N:40][N:39]=1)=[O:12])=[O:7])([CH3:2])([CH3:3])[CH3:4], predict the reactants needed to synthesize it. The reactants are: [C:1]([O:5][C:6]([NH:8][CH2:9][C:10]([OH:12])=O)=[O:7])([CH3:4])([CH3:3])[CH3:2].CN(C(ON1N=NC2C=CC=NC1=2)=[N+](C)C)C.F[P-](F)(F)(F)(F)F.[NH2:37][C:38]1[S:42][C:41]([O:43][C:44]2[CH:45]=[C:46]([CH3:60])[C:47]3[CH:51]([CH2:52][C:53]([O:55][CH2:56][CH3:57])=[O:54])[O:50][B:49]([OH:58])[C:48]=3[CH:59]=2)=[N:40][N:39]=1.CCN(C(C)C)C(C)C. (2) Given the product [Br:1][C:2]1[CH:7]=[C:6]2[C:5](=[CH:4][CH:3]=1)[N:8]=[CH:13][CH:12]=[CH:17]2, predict the reactants needed to synthesize it. The reactants are: [Br:1][C:2]1[CH:7]=[CH:6][C:5]([NH2:8])=[CH:4][CH:3]=1.[N+]([C:12]1[CH:13]=C(S([O-])(=O)=O)C=C[CH:17]=1)([O-])=O.[Na+].C(O)C(O)CO.[OH-].[Na+]. (3) Given the product [NH2:34][C:30]1[CH:29]=[C:28]([CH:33]=[CH:32][CH:31]=1)[O:27][C:25]1[C:24]2[C:19](=[CH:20][CH:21]=[CH:22][CH:23]=2)[N:18]=[C:17]([NH:16][C:4]2[CH:5]=[CH:6][C:7]([N:9]3[CH2:10][CH2:11][N:12]([CH3:15])[CH2:13][CH2:14]3)=[CH:8][C:3]=2[O:2][CH3:1])[N:26]=1, predict the reactants needed to synthesize it. The reactants are: [CH3:1][O:2][C:3]1[CH:8]=[C:7]([N:9]2[CH2:14][CH2:13][N:12]([CH3:15])[CH2:11][CH2:10]2)[CH:6]=[CH:5][C:4]=1[NH:16][C:17]1[N:26]=[C:25]([O:27][C:28]2[CH:33]=[CH:32][CH:31]=[C:30]([N+:34]([O-])=O)[CH:29]=2)[C:24]2[C:19](=[CH:20][CH:21]=[CH:22][CH:23]=2)[N:18]=1. (4) Given the product [Cl:34][C:32]1[CH:31]=[CH:30][C:29]([F:35])=[C:28]([C:25]2[CH:26]=[CH:27][C:22]([CH2:21][CH:12]([NH:11][C:42]([C:40]3[NH:39][N:38]=[N:37][CH:41]=3)=[O:44])[CH2:13][C@@:14]([C:19]#[N:20])([CH2:18][CH3:45])[C:15]([OH:17])=[O:16])=[CH:23][CH:24]=2)[CH:33]=1, predict the reactants needed to synthesize it. The reactants are: C(C1C=C(C([NH:11][C@H:12]([CH2:21][C:22]2[CH:27]=[CH:26][C:25]([C:28]3[CH:33]=[C:32]([Cl:34])[CH:31]=[CH:30][C:29]=3[F:35])=[CH:24][CH:23]=2)[CH2:13][C@:14]([CH2:19][NH2:20])([CH3:18])[C:15]([OH:17])=[O:16])=O)NN=1)(=O)C.Cl.[N:37]1[CH:41]=[C:40]([C:42]([OH:44])=O)[NH:39][N:38]=1.[CH3:45]N(C(ON1N=NC2C=CC=NC1=2)=[N+](C)C)C.F[P-](F)(F)(F)(F)F.CCN(C(C)C)C(C)C. (5) Given the product [C:10]([CH2:2][C:3]1[S:4][CH:5]=[CH:6][C:7]=1[C:8]#[N:9])#[N:11], predict the reactants needed to synthesize it. The reactants are: Br[CH2:2][C:3]1[S:4][CH:5]=[CH:6][C:7]=1[C:8]#[N:9].[C-:10]#[N:11].[Na+].O. (6) Given the product [Si:17]([O:7][CH2:1][CH2:2][CH2:3][CH:4]([CH3:5])[OH:6])([C:13]([CH3:16])([CH3:15])[CH3:14])([C:24]1[CH:25]=[CH:26][CH:27]=[CH:28][CH:29]=1)[C:18]1[CH:23]=[CH:22][CH:21]=[CH:20][CH:19]=1, predict the reactants needed to synthesize it. The reactants are: [CH2:1]([OH:7])[CH2:2][CH2:3][CH:4]([OH:6])[CH3:5].N1C=CN=C1.[C:13]([Si:17](Cl)([C:24]1[CH:29]=[CH:28][CH:27]=[CH:26][CH:25]=1)[C:18]1[CH:23]=[CH:22][CH:21]=[CH:20][CH:19]=1)([CH3:16])([CH3:15])[CH3:14].C(OCC)C. (7) Given the product [CH3:5][C:4]([NH:19][CH2:18][C:11]1([CH2:14][C:15]([O-:17])=[O:16])[CH2:12][CH2:13][CH2:8][CH2:9][CH2:10]1)=[CH:3][C:2](=[O:7])[CH3:1].[NH2+:20]1[CH2:25][CH2:24][CH2:23][CH2:22][CH2:21]1, predict the reactants needed to synthesize it. The reactants are: [CH3:1][C:2](=[O:7])[CH2:3][C:4](=O)[CH3:5].[CH2:8]1[CH2:13][CH2:12][C:11]([CH2:18][NH2:19])([CH2:14][C:15]([OH:17])=[O:16])[CH2:10][CH2:9]1.[NH:20]1[CH2:25][CH2:24][CH2:23][CH2:22][CH2:21]1. (8) Given the product [ClH:17].[Br:1][C:2]1[CH:3]=[C:4]2[C:9](=[CH:10][CH:11]=1)[N:8]=[CH:7][C:6]([C:12](=[O:16])[CH2:13][CH2:14][CH3:15])=[C:5]2[NH:28][C@H:25]1[CH2:26][CH2:27][C@H:22]([CH2:21][N:19]([CH3:20])[CH3:18])[CH2:23][CH2:24]1, predict the reactants needed to synthesize it. The reactants are: [Br:1][C:2]1[CH:3]=[C:4]2[C:9](=[CH:10][CH:11]=1)[N:8]=[CH:7][C:6]([C:12](=[O:16])[CH2:13][CH2:14][CH3:15])=[C:5]2[Cl:17].[CH3:18][N:19]([CH2:21][C@H:22]1[CH2:27][CH2:26][C@H:25]([NH2:28])[CH2:24][CH2:23]1)[CH3:20].